Dataset: Reaction yield outcomes from USPTO patents with 853,638 reactions. Task: Predict the reaction yield, written as a fraction of the theoretical maximum amount of product (1.0 means a 100% yield; for example, 0.34 means a 34% yield). (1) The reactants are C([O:5][C:6]([C:8]1([CH3:34])[CH:12]([C:13]2[CH:18]=[CH:17][CH:16]=[C:15]([Cl:19])[CH:14]=2)[C:11]([C:22]2[CH:27]=[CH:26][C:25]([Cl:28])=[CH:24][CH:23]=2)([C:20]#[N:21])[CH:10]([CH2:29][C:30]([CH3:33])([CH3:32])[CH3:31])[NH:9]1)=[O:7])(C)(C)C.[F:35][C:36]([F:41])([F:40])[C:37]([OH:39])=[O:38]. The catalyst is ClCCl. The product is [F:35][C:36]([F:41])([F:40])[C:37]([OH:39])=[O:38].[Cl:19][C:15]1[CH:14]=[C:13]([CH:12]2[C:11]([C:22]3[CH:27]=[CH:26][C:25]([Cl:28])=[CH:24][CH:23]=3)([C:20]#[N:21])[CH:10]([CH2:29][C:30]([CH3:31])([CH3:32])[CH3:33])[NH:9][C:8]2([CH3:34])[C:6]([OH:7])=[O:5])[CH:18]=[CH:17][CH:16]=1. The yield is 0.980. (2) The reactants are [N:1]1[CH:6]=[CH:5][C:4]([C:7]([OH:9])=O)=[C:3]([C:10]([OH:12])=[O:11])[CH:2]=1.C(OC(=O)C)(=O)C. No catalyst specified. The product is [N:1]1[CH:6]=[CH:5][C:4]2[C:7]([O:12][C:10](=[O:11])[C:3]=2[CH:2]=1)=[O:9]. The yield is 0.970. (3) The reactants are [F:1][C:2]1[C:3](=[O:18])[NH:4][C:5](=[O:17])[N:6]([CH:16]=1)[C@@H:7]1[O:15][C@H:12]([CH2:13][OH:14])[C@@H:10]([OH:11])[C@H:8]1[OH:9].[CH3:19][CH2:20][CH2:21][CH2:22][CH2:23][CH2:24][CH2:25][CH2:26][CH2:27][C:28](=O)[CH2:29][CH2:30][CH2:31][CH2:32][CH2:33][CH2:34][CH2:35][CH2:36][CH3:37].C(OCC)(OCC)OCC.Cl. The catalyst is O1CCOCC1.CN(C=O)C. The product is [F:1][C:2]1[C:3](=[O:18])[NH:4][C:5](=[O:17])[N:6]([C@H:7]2[C@H:8]3[C@H:10]([O:11][C:28]([CH2:29][CH2:30][CH2:31][CH2:32][CH2:33][CH2:34][CH2:35][CH2:36][CH3:37])([CH2:27][CH2:26][CH2:25][CH2:24][CH2:23][CH2:22][CH2:21][CH2:20][CH3:19])[O:9]3)[C@@H:12]([CH2:13][OH:14])[O:15]2)[CH:16]=1. The yield is 0.680. (4) The reactants are [CH3:1][O:2][C:3]1[CH:4]=[C:5]2[C:9](=[CH:10][C:11]=1[C:12]([F:15])([F:14])[F:13])[NH:8][CH:7]=[C:6]2[CH3:16].[H-].[Na+].I[CH3:20]. The catalyst is CN(C=O)C. The product is [CH3:1][O:2][C:3]1[CH:4]=[C:5]2[C:9](=[CH:10][C:11]=1[C:12]([F:15])([F:13])[F:14])[N:8]([CH3:20])[CH:7]=[C:6]2[CH3:16]. The yield is 0.750. (5) The reactants are [O:1]1[CH2:6][CH2:5][N:4]([CH2:7][CH2:8][NH2:9])[CH2:3][CH2:2]1.F[C:11]1[CH:16]=[CH:15][C:14]([N+:17]([O-:19])=[O:18])=[CH:13][C:12]=1[F:20].CCN(CC)CC. The catalyst is CCOC(C)=O. The product is [F:20][C:12]1[CH:13]=[C:14]([N+:17]([O-:19])=[O:18])[CH:15]=[CH:16][C:11]=1[NH:9][CH2:8][CH2:7][N:4]1[CH2:5][CH2:6][O:1][CH2:2][CH2:3]1. The yield is 0.840. (6) The reactants are [NH2:1][C@@H:2]([CH2:33][C:34]1[CH:39]=[CH:38][CH:37]=[CH:36][CH:35]=1)[C@@H:3]([OH:32])[CH2:4][C@@H:5]([NH:19][C:20]([C@@H:22]([NH:27][C:28](=[O:31])[O:29][CH3:30])[C:23]([CH3:26])([CH3:25])[CH3:24])=[O:21])[CH2:6][C:7]1[CH:12]=[CH:11][C:10]([C:13]2[CH:18]=[CH:17][CH:16]=[CH:15][N:14]=2)=[CH:9][CH:8]=1.[OH:40][C@@H:41]([C:45]([CH3:51])([S:47]([CH3:50])(=[O:49])=[O:48])[CH3:46])[C:42](O)=[O:43].CCOP(ON1N=NC2C=CC=CC=2C1=O)(OCC)=O.C(N(CC)C(C)C)(C)C. The catalyst is O1CCCC1. The product is [OH:32][C@H:3]([C@@H:2]([NH:1][C:42](=[O:43])[C@@H:41]([OH:40])[C:45]([CH3:51])([S:47]([CH3:50])(=[O:49])=[O:48])[CH3:46])[CH2:33][C:34]1[CH:35]=[CH:36][CH:37]=[CH:38][CH:39]=1)[CH2:4][C@@H:5]([NH:19][C:20]([C@@H:22]([NH:27][C:28](=[O:31])[O:29][CH3:30])[C:23]([CH3:26])([CH3:25])[CH3:24])=[O:21])[CH2:6][C:7]1[CH:12]=[CH:11][C:10]([C:13]2[CH:18]=[CH:17][CH:16]=[CH:15][N:14]=2)=[CH:9][CH:8]=1. The yield is 0.560.